Dataset: Peptide-MHC class II binding affinity with 134,281 pairs from IEDB. Task: Regression. Given a peptide amino acid sequence and an MHC pseudo amino acid sequence, predict their binding affinity value. This is MHC class II binding data. (1) The peptide sequence is LIKTLQSKLSRNFTK. The MHC is DRB1_0701 with pseudo-sequence DRB1_0701. The binding affinity (normalized) is 0.479. (2) The peptide sequence is VGLSYSQTMLLKDLM. The MHC is DRB1_0802 with pseudo-sequence DRB1_0802. The binding affinity (normalized) is 0.574. (3) The peptide sequence is EKKYFAATQFKPLAA. The MHC is HLA-DQA10301-DQB10302 with pseudo-sequence HLA-DQA10301-DQB10302. The binding affinity (normalized) is 0.193. (4) The peptide sequence is AAEILRPAKRFPPALPIWAR. The binding affinity (normalized) is 0.661. The MHC is DRB1_1501 with pseudo-sequence DRB1_1501. (5) The peptide sequence is TTAAGAASGAATVAA. The MHC is DRB1_0802 with pseudo-sequence DRB1_0802. The binding affinity (normalized) is 0.0609. (6) The peptide sequence is LFRVYSNFLRGKLKL. The MHC is DRB1_0405 with pseudo-sequence DRB1_0405. The binding affinity (normalized) is 0.339.